From a dataset of Reaction yield outcomes from USPTO patents with 853,638 reactions. Predict the reaction yield, written as a fraction of the theoretical maximum amount of product (1.0 means a 100% yield; for example, 0.34 means a 34% yield). (1) The reactants are C([O:3][P:4]([O:8][CH2:9][CH3:10])[O:5][CH2:6][CH3:7])C.Br[CH2:12][CH2:13][CH2:14][N:15]1[C:27]2[CH:26]=[CH:25][CH:24]=[CH:23][C:22]=2[C:21]2[C:16]1=[CH:17][CH:18]=[CH:19][CH:20]=2. No catalyst specified. The product is [CH:17]1[C:16]2[N:15]([CH2:14][CH2:13][CH2:12][P:4](=[O:3])([O:5][CH2:6][CH3:7])[O:8][CH2:9][CH3:10])[C:27]3[C:22](=[CH:23][CH:24]=[CH:25][CH:26]=3)[C:21]=2[CH:20]=[CH:19][CH:18]=1. The yield is 0.920. (2) The reactants are C([O:8][C:9]1[CH:14]=[CH:13][C:12]([N:15]([C:20]2[C:39]([CH:40]3[CH2:42][CH2:41]3)=[CH:38][C:23]3[C:24]([C:34]([NH:36][CH3:37])=[O:35])=[C:25]([C:27]4[CH:32]=[CH:31][C:30]([F:33])=[CH:29][CH:28]=4)[O:26][C:22]=3[CH:21]=2)[S:16]([CH3:19])(=[O:18])=[O:17])=[CH:11][CH:10]=1)C1C=CC=CC=1. The catalyst is [Pd].C1COCC1.CCO. The product is [CH:40]1([C:39]2[C:20]([N:15]([C:12]3[CH:11]=[CH:10][C:9]([OH:8])=[CH:14][CH:13]=3)[S:16]([CH3:19])(=[O:18])=[O:17])=[CH:21][C:22]3[O:26][C:25]([C:27]4[CH:32]=[CH:31][C:30]([F:33])=[CH:29][CH:28]=4)=[C:24]([C:34]([NH:36][CH3:37])=[O:35])[C:23]=3[CH:38]=2)[CH2:42][CH2:41]1. The yield is 0.980. (3) The reactants are [Si:1]([O:8][C@H:9]1[C:15](=[O:16])[C@H:14]2[CH2:17][C@:11]([OH:19])([C:12](=[O:18])[O:13]2)[CH2:10]1)([C:4]([CH3:7])([CH3:6])[CH3:5])([CH3:3])[CH3:2].[OH2:20].N1[CH:26]=[CH:25]C=CC=1. The catalyst is C(OC(=O)C)(=O)C.CCCCCC.C(OCC)(=O)C. The product is [C:25]([O:19][C@@:11]12[CH2:17][C@@H:14]([O:13][C:12]1=[O:18])[C:15](=[O:16])[C@H:9]([O:8][Si:1]([C:4]([CH3:7])([CH3:6])[CH3:5])([CH3:3])[CH3:2])[CH2:10]2)(=[O:20])[CH3:26]. The yield is 0.810. (4) The reactants are Br[C:2]1[C:11]2[C:6](=[C:7]([Cl:12])[CH:8]=[CH:9][CH:10]=2)[CH:5]=[CH:4][C:3]=1[CH3:13].C([Li])CCC.CN(C)[CH:21]=[O:22]. The catalyst is O1CCCC1. The product is [Cl:12][C:7]1[CH:8]=[CH:9][CH:10]=[C:11]2[C:6]=1[CH:5]=[CH:4][C:3]([CH3:13])=[C:2]2[CH:21]=[O:22]. The yield is 0.460. (5) The reactants are [Cl:1][C:2]1[CH:18]=[CH:17][C:5]2[CH2:6][CH2:7][N:8]([C:11](=[O:16])[C:12]([F:15])([F:14])[F:13])[CH2:9][CH2:10][C:4]=2[C:3]=1OS(C(F)(F)F)(=O)=O.[CH:27]1([C:30]([NH:32][CH2:33][C:34]2[CH:41]=[CH:40][C:37]([CH2:38][NH2:39])=[CH:36][CH:35]=2)=[O:31])[CH2:29][CH2:28]1.C1C=CC(P(C2C(C3C(P(C4C=CC=CC=4)C4C=CC=CC=4)=CC=C4C=3C=CC=C4)=C3C(C=CC=C3)=CC=2)C2C=CC=CC=2)=CC=1.C(=O)([O-])[O-].[Cs+].[Cs+]. The catalyst is C1(C)C=CC=CC=1.C1C=CC(/C=C/C(/C=C/C2C=CC=CC=2)=O)=CC=1.C1C=CC(/C=C/C(/C=C/C2C=CC=CC=2)=O)=CC=1.C1C=CC(/C=C/C(/C=C/C2C=CC=CC=2)=O)=CC=1.[Pd].[Pd]. The product is [Cl:1][C:2]1[CH:18]=[CH:17][C:5]2[CH2:6][CH2:7][N:8]([C:11](=[O:16])[C:12]([F:15])([F:14])[F:13])[CH2:9][CH2:10][C:4]=2[C:3]=1[NH:39][CH2:38][C:37]1[CH:40]=[CH:41][C:34]([CH2:33][NH:32][C:30]([CH:27]2[CH2:28][CH2:29]2)=[O:31])=[CH:35][CH:36]=1. The yield is 0.650. (6) The reactants are C[O:2][CH:3](OC)[C:4]1[CH:5]=[CH:6][C:7]([O:13][CH2:14][CH2:15][N:16]2[CH2:21][CH2:20][O:19][CH2:18][CH2:17]2)=[C:8]([CH:12]=1)[C:9](O)=[O:10].[NH4+].O[N:26]1C2C=CC=CC=2N=N1.Cl.C(N=C=NCCCN(C)C)C. The catalyst is CN(C=O)C. The product is [CH:3]([C:4]1[CH:5]=[CH:6][C:7]([O:13][CH2:14][CH2:15][N:16]2[CH2:21][CH2:20][O:19][CH2:18][CH2:17]2)=[C:8]([CH:12]=1)[C:9]([NH2:26])=[O:10])=[O:2]. The yield is 0.730.